Task: Predict which catalyst facilitates the given reaction.. Dataset: Catalyst prediction with 721,799 reactions and 888 catalyst types from USPTO (1) Reactant: Br.[S:2]1[CH:6]=[CH:5][C:4]2[C:7]([C:11]3[N:12]4[CH2:19][CH2:18][N:17]=[C:13]4[S:14][C:15]=3Br)=[CH:8][CH:9]=[CH:10][C:3]1=2.C([Mg]Cl)C.CN(C)[CH:26]=[O:27]. Product: [S:2]1[CH:6]=[CH:5][C:4]2[C:7]([C:11]3[N:12]4[CH2:19][CH2:18][N:17]=[C:13]4[S:14][C:15]=3[CH:26]=[O:27])=[CH:8][CH:9]=[CH:10][C:3]1=2. The catalyst class is: 7. (2) Reactant: [OH-].[Na+].C[O:4][C:5](=[O:15])[CH2:6][N:7]1[C:11]([Br:12])=[C:10]([Br:13])[N:9]=[C:8]1[Br:14]. Product: [Br:14][C:8]1[N:7]([CH2:6][C:5]([OH:15])=[O:4])[C:11]([Br:12])=[C:10]([Br:13])[N:9]=1. The catalyst class is: 5. (3) Product: [NH2:33][C:31]1[N:32]=[C:27]([NH:26][C:22]2[CH:21]=[C:20]([NH:1][C:2]3[CH:7]=[CH:6][CH:5]=[CH:4][CH:3]=3)[N:25]=[CH:24][N:23]=2)[CH:28]=[CH:29][CH:30]=1. Reactant: [NH2:1][C:2]1[CH:7]=[CH:6][CH:5]=[CH:4][CH:3]=1.C([O-])([O-])=O.[K+].[K+].COC1C=C(C=CC=1)O[C:20]1[N:25]=[CH:24][N:23]=[C:22]([NH:26][C:27]2[N:32]=[C:31]([NH:33]C(=O)C=C)[CH:30]=[CH:29][CH:28]=2)[CH:21]=1. The catalyst class is: 3. (4) Product: [N+:1]([C:4]1[CH:12]=[C:11]2[C:7]([CH2:8][CH2:9][CH2:10]2)=[CH:6][C:5]=1[NH2:13])([O-:3])=[O:2]. The catalyst class is: 126. Reactant: [N+:1]([C:4]1[CH:12]=[C:11]2[C:7]([CH2:8][CH2:9][CH2:10]2)=[CH:6][C:5]=1[NH:13]C(=O)C)([O-:3])=[O:2]. (5) Reactant: [F:1][C:2]1[CH:7]=[C:6]([F:8])[CH:5]=[CH:4][C:3]=1[C:9]#[C:10][C:11]1[N:12]=[N:13][C:14]([NH:17][NH2:18])=[CH:15][CH:16]=1.[CH:19](=O)[C:20]([CH3:23])([CH3:22])[CH3:21].C(O)(=O)C.C(O)(=O)C.IC1C=CC=CC=1. Product: [C:20]([C:23]1[N:13]2[N:12]=[C:11]([C:10]#[C:9][C:3]3[CH:4]=[CH:5][C:6]([F:8])=[CH:7][C:2]=3[F:1])[CH:16]=[CH:15][C:14]2=[N:17][N:18]=1)([CH3:22])([CH3:21])[CH3:19]. The catalyst class is: 2. (6) Reactant: [Cl:1][S:2]([N:5]=[C:6]=[O:7])(=[O:4])=[O:3].[CH2:8]([OH:15])[C:9]1[CH:14]=[CH:13][CH:12]=[CH:11][CH:10]=1. Product: [C:6]([NH:5][S:2]([Cl:1])(=[O:4])=[O:3])([O:15][CH2:8][C:9]1[CH:14]=[CH:13][CH:12]=[CH:11][CH:10]=1)=[O:7]. The catalyst class is: 4. (7) Reactant: C(OC([NH:8][C@H:9]([C:14]([NH:16][CH2:17][C:18]1[CH:23]=[CH:22][C:21]([C:24]#[N:25])=[CH:20][CH:19]=1)=[O:15])[CH2:10][CH:11]([CH3:13])[CH3:12])=O)(C)(C)C. Product: [C:24]([C:21]1[CH:20]=[CH:19][C:18]([CH2:17][NH:16][C:14](=[O:15])[C@H:9]([CH2:10][CH:11]([CH3:13])[CH3:12])[NH2:8])=[CH:23][CH:22]=1)#[N:25]. The catalyst class is: 33. (8) The catalyst class is: 848. Reactant: [CH3:1][C:2]1[N:3]([C:7]2[CH:13]=[CH:12][C:10]([NH2:11])=[CH:9][CH:8]=2)[CH:4]=[CH:5][N:6]=1.C(=O)([O-])[O-].[Cs+].[Cs+].Cl[C:21]1[CH:22]=[CH:23][C:24]2[CH2:25][N:26]([CH2:39][C:40]#[N:41])[CH2:27][CH:28]([C:32]3[N:36]([CH3:37])[N:35]=[C:34]([CH3:38])[CH:33]=3)[O:29][C:30]=2[N:31]=1. Product: [CH3:37][N:36]1[C:32]([CH:28]2[CH2:27][N:26]([CH2:39][C:40]#[N:41])[CH2:25][C:24]3[CH:23]=[CH:22][C:21]([NH:11][C:10]4[CH:12]=[CH:13][C:7]([N:3]5[CH:4]=[CH:5][N:6]=[C:2]5[CH3:1])=[CH:8][CH:9]=4)=[N:31][C:30]=3[O:29]2)=[CH:33][C:34]([CH3:38])=[N:35]1. (9) Reactant: Cl[C:2]([O:4][C:5]1[CH:10]=[CH:9][CH:8]=[CH:7][CH:6]=1)=[O:3].[NH2:11][C:12]1[CH:20]=[C:19]2[C:15]([CH:16]=[CH:17][N:18]2[CH2:21][C:22]2[C:27]([Cl:28])=[CH:26][CH:25]=[CH:24][C:23]=2[Cl:29])=[CH:14][CH:13]=1.CN(C)C1C=CC=CC=1. Product: [C:5]1([O:4][C:2]([NH:11][C:12]2[CH:20]=[C:19]3[C:15]([CH:16]=[CH:17][N:18]3[CH2:21][C:22]3[C:27]([Cl:28])=[CH:26][CH:25]=[CH:24][C:23]=3[Cl:29])=[CH:14][CH:13]=2)=[O:3])[CH:10]=[CH:9][CH:8]=[CH:7][CH:6]=1. The catalyst class is: 46. (10) Reactant: [C:1]([C:6]1[N:7]=[CH:8][C:9]2[NH:10][C:11]3[C:16]([C:17]=2[CH:18]=1)=[CH:15][CH:14]=[CH:13][CH:12]=3)(OCC)=[O:2].[BH4-].[Na+].O. Product: [OH:2][CH2:1][C:6]1[N:7]=[CH:8][C:9]2[NH:10][C:11]3[C:16]([C:17]=2[CH:18]=1)=[CH:15][CH:14]=[CH:13][CH:12]=3. The catalyst class is: 1.